From a dataset of Catalyst prediction with 721,799 reactions and 888 catalyst types from USPTO. Predict which catalyst facilitates the given reaction. (1) Reactant: [CH3:1][O:2][CH:3]([O:19][CH3:20])[CH2:4][N:5]1[C:13]2[C:8](=[CH:9][C:10]([OH:18])=[CH:11][C:12]=2[C:14]([O:16][CH3:17])=[O:15])[CH:7]=[N:6]1.[C:21](=O)([O-])[O-].[Cs+].[Cs+].IC. Product: [CH3:20][O:19][CH:3]([O:2][CH3:1])[CH2:4][N:5]1[C:13]2[C:8](=[CH:9][C:10]([O:18][CH3:21])=[CH:11][C:12]=2[C:14]([O:16][CH3:17])=[O:15])[CH:7]=[N:6]1. The catalyst class is: 3. (2) Reactant: [F:1][C:2]1[CH:3]=[C:4]([C:10]2[C:18]3[C:13](=[N:14][CH:15]=[N:16][C:17]=3[NH2:19])[NH:12][N:11]=2)[CH:5]=[C:6]([O:8][CH3:9])[CH:7]=1.C(=O)([O-])[O-].[K+].[K+].[CH2:26]([NH:33][CH2:34][CH2:35]Cl)[C:27]1[CH:32]=[CH:31][CH:30]=[CH:29][CH:28]=1.O. Product: [CH2:26]([NH:33][CH2:34][CH2:35][N:12]1[C:13]2=[N:14][CH:15]=[N:16][C:17]([NH2:19])=[C:18]2[C:10]([C:4]2[CH:5]=[C:6]([O:8][CH3:9])[CH:7]=[C:2]([F:1])[CH:3]=2)=[N:11]1)[C:27]1[CH:32]=[CH:31][CH:30]=[CH:29][CH:28]=1. The catalyst class is: 3. (3) Reactant: C(O[C:4]([C:6]1[N:7]2[N:13]=[C:12]([C:14]3[CH:19]=[CH:18][CH:17]=[C:16]([NH:20][S:21]([C:24]4[CH:29]=[C:28]([F:30])[CH:27]=[CH:26][C:25]=4[F:31])(=[O:23])=[O:22])[CH:15]=3)[C:11]([C:32]3[CH:37]=[CH:36][N:35]=[CH:34][CH:33]=3)=[C:8]2[S:9][CH:10]=1)=[O:5])C.[NH3:38]. Product: [F:31][C:25]1[CH:26]=[CH:27][C:28]([F:30])=[CH:29][C:24]=1[S:21]([NH:20][C:16]1[CH:15]=[C:14]([C:12]2[C:11]([C:32]3[CH:33]=[CH:34][N:35]=[CH:36][CH:37]=3)=[C:8]3[S:9][CH:10]=[C:6]([C:4]([NH2:38])=[O:5])[N:7]3[N:13]=2)[CH:19]=[CH:18][CH:17]=1)(=[O:23])=[O:22]. The catalyst class is: 5. (4) Reactant: [NH:1]1[C:5]2=[N:6][CH:7]=[CH:8][CH:9]=[C:4]2[CH:3]=[CH:2]1.[Br:10][C:11]1[CH:19]=[CH:18][C:14]([C:15](Cl)=[O:16])=[CH:13][N:12]=1.[Cl-].[Cl-].[Cl-].[Al+3]. Product: [Br:10][C:11]1[N:12]=[CH:13][C:14]([C:15]([C:3]2[C:4]3[C:5](=[N:6][CH:7]=[CH:8][CH:9]=3)[NH:1][CH:2]=2)=[O:16])=[CH:18][CH:19]=1. The catalyst class is: 4. (5) Reactant: [N+:1]([C:4]1[CH:11]=[CH:10][C:7]([NH:8][CH3:9])=[CH:6][CH:5]=1)([O-:3])=[O:2].[H-].[Na+].[CH2:14]([CH:16]1[O:18][CH2:17]1)Br.[CH3:19][NH:20][CH3:21].CO. Product: [CH3:19][N:20]([CH2:14][CH:16]([OH:18])[CH2:17][N:8]([C:7]1[CH:10]=[CH:11][C:4]([N+:1]([O-:3])=[O:2])=[CH:5][CH:6]=1)[CH3:9])[CH3:21]. The catalyst class is: 85. (6) Reactant: [C:1]1([C:7]2[C:16]([N:17]3[CH2:22][CH2:21][CH:20]([C:23]4[C:28]([C:29]([F:32])([F:31])[F:30])=[CH:27][CH:26]=[CH:25][N:24]=4)[CH2:19][CH2:18]3)=[N:15][C:14]3[C:9](=[CH:10][CH:11]=[C:12]([C:33]([O:35]C)=[O:34])[CH:13]=3)[N:8]=2)[CH:6]=[CH:5][CH:4]=[CH:3][CH:2]=1.[OH-].[Na+].Cl. Product: [C:1]1([C:7]2[C:16]([N:17]3[CH2:18][CH2:19][CH:20]([C:23]4[C:28]([C:29]([F:31])([F:32])[F:30])=[CH:27][CH:26]=[CH:25][N:24]=4)[CH2:21][CH2:22]3)=[N:15][C:14]3[C:9](=[CH:10][CH:11]=[C:12]([C:33]([OH:35])=[O:34])[CH:13]=3)[N:8]=2)[CH:6]=[CH:5][CH:4]=[CH:3][CH:2]=1. The catalyst class is: 24.